From a dataset of Peptide-MHC class II binding affinity with 134,281 pairs from IEDB. Regression. Given a peptide amino acid sequence and an MHC pseudo amino acid sequence, predict their binding affinity value. This is MHC class II binding data. (1) The peptide sequence is NAGFKAALAAAAGVP. The MHC is DRB1_0404 with pseudo-sequence DRB1_0404. The binding affinity (normalized) is 0.565. (2) The peptide sequence is DLVANQPNLKALREK. The MHC is HLA-DPA10201-DPB10101 with pseudo-sequence HLA-DPA10201-DPB10101. The binding affinity (normalized) is 0.197. (3) The peptide sequence is LVKYVNGDGDVVAVDIKEKG. The binding affinity (normalized) is 0.407. The MHC is HLA-DQA10401-DQB10402 with pseudo-sequence HLA-DQA10401-DQB10402. (4) The peptide sequence is QGVYMGNLSQSQLAK. The MHC is H-2-IAb with pseudo-sequence H-2-IAb. The binding affinity (normalized) is 0.410.